This data is from Forward reaction prediction with 1.9M reactions from USPTO patents (1976-2016). The task is: Predict the product of the given reaction. (1) Given the reactants [Cl:1][C:2]1[CH:3]=[C:4]([CH:8]=[C:9]([Cl:12])[C:10]=1[OH:11])[C:5](Cl)=[O:6].[O:13]1[C:18]2[CH:19]=[CH:20][CH:21]=[CH:22][C:17]=2[NH:16][CH2:15][CH2:14]1.C(O)C, predict the reaction product. The product is: [Cl:1][C:2]1[CH:3]=[C:4]([C:5]([N:16]2[C:17]3[CH:22]=[CH:21][CH:20]=[CH:19][C:18]=3[O:13][CH2:14][CH2:15]2)=[O:6])[CH:8]=[C:9]([Cl:12])[C:10]=1[OH:11]. (2) Given the reactants [Br:1][C:2]1[C:3](Cl)=[N:4][C:5]([Cl:8])=[N:6][CH:7]=1.[NH2:10][C@H:11]1[CH2:16][CH2:15][CH2:14][N:13]([C:17]([O:19][C:20]([CH3:23])([CH3:22])[CH3:21])=[O:18])[CH2:12]1.C(N(C(C)C)CC)(C)C, predict the reaction product. The product is: [C:20]([O:19][C:17]([N:13]1[CH2:14][CH2:15][CH2:16][C@H:11]([NH:10][C:3]2[C:2]([Br:1])=[CH:7][N:6]=[C:5]([Cl:8])[N:4]=2)[CH2:12]1)=[O:18])([CH3:23])([CH3:21])[CH3:22]. (3) Given the reactants C(OC([N:8]1[CH2:13][CH2:12][CH:11]([C:14](=[O:35])[NH:15][CH:16]([CH2:26][CH2:27][CH2:28][C:29]2[CH:30]=[N:31][CH:32]=[CH:33][CH:34]=2)[CH2:17][CH2:18][CH2:19][C:20]2[CH:21]=[N:22][CH:23]=[CH:24][CH:25]=2)[CH2:10][CH2:9]1)=O)(C)(C)C.FC(F)(F)C(O)=O, predict the reaction product. The product is: [N:22]1[CH:23]=[CH:24][CH:25]=[C:20]([CH2:19][CH2:18][CH2:17][CH:16]([NH:15][C:14]([CH:11]2[CH2:10][CH2:9][NH:8][CH2:13][CH2:12]2)=[O:35])[CH2:26][CH2:27][CH2:28][C:29]2[CH:30]=[N:31][CH:32]=[CH:33][CH:34]=2)[CH:21]=1. (4) Given the reactants [H-].[Na+].[C:3]([O:9][CH2:10][CH3:11])(=[O:8])[CH2:4][C:5]([O-:7])=[O:6].Cl[C:13]1[C:18]([I:19])=[CH:17][C:16]([N+:20]([O-:22])=[O:21])=[CH:15][N:14]=1.O1CC[CH2:25][CH2:24]1, predict the reaction product. The product is: [I:19][C:18]1[C:13]([CH:4]([C:5]([O:7][CH2:24][CH3:25])=[O:6])[C:3]([O:9][CH2:10][CH3:11])=[O:8])=[N:14][CH:15]=[C:16]([N+:20]([O-:22])=[O:21])[CH:17]=1. (5) Given the reactants [C:1]([C:6]1[CH:7]=[C:8]2[C:12](=[N:13][CH:14]=1)[NH:11][C:10](=[O:15])[CH2:9]2)([O:3][CH2:4][CH3:5])=[O:2].[CH2:16]([O:18][CH:19](OC(=O)C)OCC)[CH3:17].C(OCC)C, predict the reaction product. The product is: [C:1]([C:6]1[CH:7]=[C:8]2[C:12](=[N:13][CH:14]=1)[NH:11][C:10](=[O:15])[C:9]2=[CH:19][O:18][CH2:16][CH3:17])([O:3][CH2:4][CH3:5])=[O:2]. (6) Given the reactants [NH2:1][CH:2]1[C:8](=[O:9])[N:7]([CH3:10])[C:6]2[CH:11]=[CH:12][CH:13]=[CH:14][C:5]=2[C:4]([N:15]2[CH2:20][CH2:19][O:18][CH2:17][CH2:16]2)=[N:3]1.[Cl:21][C:22]1[CH:23]=[C:24]([CH2:29][C@H:30]([C:34]2[CH:39]=[CH:38][CH:37]=[CH:36][CH:35]=2)[C:31](O)=[O:32])[CH:25]=[CH:26][C:27]=1[Cl:28], predict the reaction product. The product is: [Cl:21][C:22]1[CH:23]=[C:24]([CH2:29][C@H:30]([C:34]2[CH:35]=[CH:36][CH:37]=[CH:38][CH:39]=2)[C:31]([NH:1][CH:2]2[C:8](=[O:9])[N:7]([CH3:10])[C:6]3[CH:11]=[CH:12][CH:13]=[CH:14][C:5]=3[C:4]([N:15]3[CH2:20][CH2:19][O:18][CH2:17][CH2:16]3)=[N:3]2)=[O:32])[CH:25]=[CH:26][C:27]=1[Cl:28]. (7) Given the reactants CN(C)C=[N:4][C:5]1[S:6][CH:7]=[C:8]([C:10]2[CH:15]=[CH:14][CH:13]=[C:12]([C:16]3[CH:21]=[C:20]([C:22]4[CH:27]=[CH:26][C:25]([C:28]([F:31])([F:30])[F:29])=[CH:24][CH:23]=4)[CH:19]=[C:18]([CH3:32])[N:17]=3)[CH:11]=2)[N:9]=1.Cl.[OH-].[Na+], predict the reaction product. The product is: [CH3:32][C:18]1[N:17]=[C:16]([C:12]2[CH:11]=[C:10]([C:8]3[N:9]=[C:5]([NH2:4])[S:6][CH:7]=3)[CH:15]=[CH:14][CH:13]=2)[CH:21]=[C:20]([C:22]2[CH:27]=[CH:26][C:25]([C:28]([F:31])([F:29])[F:30])=[CH:24][CH:23]=2)[CH:19]=1.